This data is from Reaction yield outcomes from USPTO patents with 853,638 reactions. The task is: Predict the reaction yield, written as a fraction of the theoretical maximum amount of product (1.0 means a 100% yield; for example, 0.34 means a 34% yield). (1) The reactants are [H-].[Na+].[Si:3]([O:10][C@@H:11]([CH3:24])[CH2:12][CH2:13][CH2:14][C:15](=[O:23])[CH2:16]P(=O)(OC)OC)([C:6]([CH3:9])([CH3:8])[CH3:7])([CH3:5])[CH3:4].[Cl:25][C@H:26]1[C@H:30]([CH2:31][CH2:32][CH2:33][C:34]2[S:38][C:37]([C:39]([O:41][CH3:42])=[O:40])=[CH:36][CH:35]=2)[C@@H:29]([CH:43]=O)[C@H:28]([O:45][CH:46]2[CH2:51][CH2:50][CH2:49][CH2:48][O:47]2)[CH2:27]1. The catalyst is C1COCC1. The product is [Si:3]([O:10][C@@H:11]([CH3:24])[CH2:12][CH2:13][CH2:14][C:15](=[O:23])/[CH:16]=[CH:43]/[C@H:29]1[C@H:28]([O:45][CH:46]2[CH2:51][CH2:50][CH2:49][CH2:48][O:47]2)[CH2:27][C@@H:26]([Cl:25])[C@@H:30]1[CH2:31][CH2:32][CH2:33][C:34]1[S:38][C:37]([C:39]([O:41][CH3:42])=[O:40])=[CH:36][CH:35]=1)([C:6]([CH3:7])([CH3:8])[CH3:9])([CH3:4])[CH3:5]. The yield is 0.950. (2) The reactants are [CH2:1]([NH2:3])[CH3:2].Cl[SiH:5]1[N:9]([C:10]([CH3:17])([CH3:16])[CH2:11][C:12]([CH3:15])([CH3:14])[CH3:13])[CH:8]=[CH:7][N:6]1[C:18]([CH3:25])([CH3:24])[CH2:19][C:20]([CH3:23])([CH3:22])[CH3:21]. The catalyst is CCCCCC. The product is [CH3:24][C:18]([N:6]1[CH:7]=[CH:8][N:9]([C:10]([CH3:17])([CH3:16])[CH2:11][C:12]([CH3:15])([CH3:14])[CH3:13])[SiH:5]1[NH:3][CH2:1][CH3:2])([CH3:25])[CH2:19][C:20]([CH3:23])([CH3:22])[CH3:21]. The yield is 0.970.